From a dataset of Full USPTO retrosynthesis dataset with 1.9M reactions from patents (1976-2016). Predict the reactants needed to synthesize the given product. (1) Given the product [F:22][C:14]1[CH:15]=[C:16]2[C:21]([N:20]=[CH:19][CH:18]=[CH:17]2)=[C:12]2[C:13]=1[C:4]1[C:3]([S:8](=[O:10])(=[O:9])[NH:11]2)=[CH:2][CH:7]=[CH:6][CH:5]=1, predict the reactants needed to synthesize it. The reactants are: N[C:2]1[CH:7]=[CH:6][CH:5]=[CH:4][C:3]=1[S:8]([NH:11][C:12]1[CH:13]=[C:14]([F:22])[CH:15]=[C:16]2[C:21]=1[N:20]=[CH:19][CH:18]=[CH:17]2)(=[O:10])=[O:9].N(OC(C)(C)C)=O.CC(O)=O. (2) Given the product [O:40]1[C:36]2[CH:35]=[CH:34][C:33]([C:2]3[CH:7]=[CH:6][C:5]([C:8]4[N:12]([CH2:13][C@@H:14]5[CH2:18][CH2:17][N:16]([C:19]([CH:21]6[CH2:23][CH2:22]6)=[O:20])[CH2:15]5)[CH:11]=[N:10][N:9]=4)=[C:4]([F:24])[CH:3]=3)=[CH:41][C:37]=2[CH:38]=[CH:39]1, predict the reactants needed to synthesize it. The reactants are: Br[C:2]1[CH:7]=[CH:6][C:5]([C:8]2[N:12]([CH2:13][C@@H:14]3[CH2:18][CH2:17][N:16]([C:19]([CH:21]4[CH2:23][CH2:22]4)=[O:20])[CH2:15]3)[CH:11]=[N:10][N:9]=2)=[C:4]([F:24])[CH:3]=1.CC1(C)C(C)(C)OB([C:33]2[CH:34]=[CH:35][C:36]3[O:40][CH:39]=[CH:38][C:37]=3[CH:41]=2)O1.[O-]S([O-])(=O)=O.[Na+].[Na+]. (3) Given the product [CH3:1][C:2]1[N:7]=[CH:6][C:5]([N:8]2[CH:12]=[C:11]([C:13]3[S:14][CH:15]=[C:16]([CH3:18])[N:17]=3)[N:10]=[C:9]2[C:19]2[CH:20]=[CH:21][C:22]([NH:25][C:26]3[C:31]([NH2:32])=[CH:30][CH:29]=[CH:28][N:27]=3)=[CH:23][CH:24]=2)=[CH:4][CH:3]=1, predict the reactants needed to synthesize it. The reactants are: [CH3:1][C:2]1[N:7]=[CH:6][C:5]([N:8]2[CH:12]=[C:11]([C:13]3[S:14][CH:15]=[C:16]([CH3:18])[N:17]=3)[N:10]=[C:9]2[C:19]2[CH:24]=[CH:23][C:22]([NH:25][C:26]3[C:31]([N+:32]([O-])=O)=[CH:30][CH:29]=[CH:28][N:27]=3)=[CH:21][CH:20]=2)=[CH:4][CH:3]=1.[H][H]. (4) Given the product [Cl:18][C:9]1[C:10]([C:13]([O:15][CH2:16][CH3:17])=[O:14])=[N:11][O:12][C:8]=1[C:5]1[CH:4]=[CH:3][C:2]([Cl:1])=[CH:7][CH:6]=1, predict the reactants needed to synthesize it. The reactants are: [Cl:1][C:2]1[CH:7]=[CH:6][C:5]([C:8]2[O:12][N:11]=[C:10]([C:13]([O:15][CH2:16][CH3:17])=[O:14])[CH:9]=2)=[CH:4][CH:3]=1.[Cl:18]N1C(=O)CCC1=O.